This data is from Full USPTO retrosynthesis dataset with 1.9M reactions from patents (1976-2016). The task is: Predict the reactants needed to synthesize the given product. (1) Given the product [Si:5]([O:12][CH2:11][CH:10]([C:13]1[N:14]([C:22]([O:24][C:25]([CH3:28])([CH3:27])[CH3:26])=[O:23])[C:15]2[C:20]([CH:21]=1)=[CH:19][CH:18]=[CH:17][CH:16]=2)[OH:9])([C:2]([CH3:4])([CH3:3])[CH3:1])([CH3:7])[CH3:6], predict the reactants needed to synthesize it. The reactants are: [CH3:1][C:2]([Si:5](Cl)([CH3:7])[CH3:6])([CH3:4])[CH3:3].[OH:9][CH:10]([C:13]1[N:14]([C:22]([O:24][C:25]([CH3:28])([CH3:27])[CH3:26])=[O:23])[C:15]2[C:20]([CH:21]=1)=[CH:19][CH:18]=[CH:17][CH:16]=2)[CH2:11][OH:12].N1C=CN=C1. (2) Given the product [C:18]([O:22][C:23]([NH:25][C@@:26]1([C:39]([O:41][C:42]([CH3:45])([CH3:44])[CH3:43])=[O:40])[C@H:31]([OH:1])[C@H:30]([OH:58])[C@@H:29]2[C@H:27]1[C@H:28]2[C:32]([O:34][C:35]([CH3:36])([CH3:38])[CH3:37])=[O:33])=[O:24])([CH3:21])([CH3:19])[CH3:20], predict the reactants needed to synthesize it. The reactants are: [OH2:1].C[N+]1([O-])CCOCC1.C[N+]1([O-])CCOCC1.[C:18]([O:22][C:23]([NH:25][C@@:26]1([C:39]([O:41][C:42]([CH3:45])([CH3:44])[CH3:43])=[O:40])[CH:31]=[CH:30][C@@H:29]2[C@H:27]1[C@H:28]2[C:32]([O:34][C:35]([CH3:38])([CH3:37])[CH3:36])=[O:33])=[O:24])([CH3:21])([CH3:20])[CH3:19].CCCCCC.C(OCC)(=O)C.[OH2:58]. (3) The reactants are: [CH3:1][C@H:2]1[CH2:6][CH2:5][CH2:4][N:3]1[CH2:7][CH2:8][CH2:9][O:10][C:11]1[CH:16]=[CH:15][C:14]([N:17]2[CH2:22][CH2:21][N:20](C(OC(C)(C)C)=O)[CH2:19][C:18]2=[O:30])=[CH:13][CH:12]=1.C(O)(C(F)(F)F)=O. Given the product [CH3:1][C@H:2]1[CH2:6][CH2:5][CH2:4][N:3]1[CH2:7][CH2:8][CH2:9][O:10][C:11]1[CH:16]=[CH:15][C:14]([N:17]2[CH2:22][CH2:21][NH:20][CH2:19][C:18]2=[O:30])=[CH:13][CH:12]=1, predict the reactants needed to synthesize it. (4) Given the product [O:1]1[C:6]2[CH:7]=[CH:8][CH:9]=[CH:10][C:5]=2[O:4][CH2:3][C@@H:2]1[CH2:11][N:12]1[CH2:17][CH2:16][CH2:15][C@H:14]([C:18]2[CH:19]=[C:20]([NH2:97])[CH:21]=[CH:22][CH:23]=2)[CH2:13]1, predict the reactants needed to synthesize it. The reactants are: [O:1]1[C:6]2[CH:7]=[CH:8][CH:9]=[CH:10][C:5]=2[O:4][CH2:3][C@@H:2]1[CH2:11][N:12]1[CH2:17][CH2:16][CH2:15][C@H:14]([C:18]2[CH:19]=[C:20](OS(C(F)(F)F)(=O)=O)[CH:21]=[CH:22][CH:23]=2)[CH2:13]1.C(=O)([O-])[O-].[Cs+].[Cs+].C1C=CC(P(C2C=CC3C(=CC=CC=3)C=2C2C3C(=CC=CC=3)C=CC=2P(C2C=CC=CC=2)C2C=CC=CC=2)C2C=CC=CC=2)=CC=1.C(=[NH:97])(C1C=CC=CC=1)C1C=CC=CC=1.C([O-])(=O)C.[Na+].Cl.NO. (5) Given the product [Cl:1][C:2]1[C:3]([N:14]2[CH2:15][CH:16]([C:18]([NH:63][S:60]([CH2:59][C:56]3[CH:57]=[CH:58][C:53]([CH3:52])=[CH:54][CH:55]=3)(=[O:61])=[O:62])=[O:20])[CH2:17]2)=[N:4][C:5]([CH3:13])=[C:6]([CH:7]=1)[C:8]([O:10][CH2:11][CH3:12])=[O:9], predict the reactants needed to synthesize it. The reactants are: [Cl:1][C:2]1[C:3]([N:14]2[CH2:17][CH:16]([C:18]([OH:20])=O)[CH2:15]2)=[N:4][C:5]([CH3:13])=[C:6]([C:8]([O:10][CH2:11][CH3:12])=[O:9])[CH:7]=1.CCN(C(C)C)C(C)C.CN(C(ON1N=NC2C=CC=CC1=2)=[N+](C)C)C.[B-](F)(F)(F)F.[CH3:52][C:53]1[CH:58]=[CH:57][C:56]([CH2:59][S:60]([NH2:63])(=[O:62])=[O:61])=[CH:55][CH:54]=1.OS([O-])(=O)=O.[K+]. (6) Given the product [CH3:1][O:2][C:3]([C:5]1[S:14][C:8]2[N:9]=[CH:10][N:11]=[C:12]([NH:29][C:28]3[C:23]([O:22][C@@H:18]4[CH2:19][CH2:20][CH2:21][O:16][CH2:17]4)=[N:24][CH:25]=[CH:26][CH:27]=3)[C:7]=2[C:6]=1[CH3:15])=[O:4], predict the reactants needed to synthesize it. The reactants are: [CH3:1][O:2][C:3]([C:5]1[S:14][C:8]2[N:9]=[CH:10][N:11]=[C:12](Cl)[C:7]=2[C:6]=1[CH3:15])=[O:4].[O:16]1[CH2:21][CH2:20][CH2:19][C@@H:18]([O:22][C:23]2[C:28]([NH2:29])=[CH:27][CH:26]=[CH:25][N:24]=2)[CH2:17]1. (7) Given the product [N:16]1[CH:15]=[C:14]([C:6]2[CH:5]=[C:4]3[C:9](=[CH:8][CH:7]=2)[NH:1][CH:2]=[CH:3]3)[CH:19]=[N:18][CH:17]=1, predict the reactants needed to synthesize it. The reactants are: [NH:1]1[C:9]2[C:4](=[CH:5][C:6](B(O)O)=[CH:7][CH:8]=2)[CH:3]=[CH:2]1.Br[C:14]1[CH:15]=[N:16][CH:17]=[N:18][CH:19]=1.C(=O)(O)[O-].[Na+].COCCOC.